From a dataset of NCI-60 drug combinations with 297,098 pairs across 59 cell lines. Regression. Given two drug SMILES strings and cell line genomic features, predict the synergy score measuring deviation from expected non-interaction effect. (1) Drug 1: C1=CC(=CC=C1CCC2=CNC3=C2C(=O)NC(=N3)N)C(=O)NC(CCC(=O)O)C(=O)O. Drug 2: C1C(C(OC1N2C=NC3=C2NC=NCC3O)CO)O. Cell line: SR. Synergy scores: CSS=30.7, Synergy_ZIP=-1.96, Synergy_Bliss=-6.21, Synergy_Loewe=-12.4, Synergy_HSA=-3.60. (2) Drug 1: CC1C(C(CC(O1)OC2CC(CC3=C2C(=C4C(=C3O)C(=O)C5=C(C4=O)C(=CC=C5)OC)O)(C(=O)CO)O)N)O.Cl. Drug 2: CC1OCC2C(O1)C(C(C(O2)OC3C4COC(=O)C4C(C5=CC6=C(C=C35)OCO6)C7=CC(=C(C(=C7)OC)O)OC)O)O. Cell line: EKVX. Synergy scores: CSS=9.66, Synergy_ZIP=0.108, Synergy_Bliss=2.49, Synergy_Loewe=4.42, Synergy_HSA=4.27. (3) Drug 1: CCC1=CC2CC(C3=C(CN(C2)C1)C4=CC=CC=C4N3)(C5=C(C=C6C(=C5)C78CCN9C7C(C=CC9)(C(C(C8N6C)(C(=O)OC)O)OC(=O)C)CC)OC)C(=O)OC.C(C(C(=O)O)O)(C(=O)O)O. Drug 2: CCCCCOC(=O)NC1=NC(=O)N(C=C1F)C2C(C(C(O2)C)O)O. Cell line: SF-268. Synergy scores: CSS=19.7, Synergy_ZIP=3.11, Synergy_Bliss=3.92, Synergy_Loewe=-39.9, Synergy_HSA=1.93. (4) Drug 1: CC1=C(C(CCC1)(C)C)C=CC(=CC=CC(=CC(=O)O)C)C. Drug 2: CC1=C(N=C(N=C1N)C(CC(=O)N)NCC(C(=O)N)N)C(=O)NC(C(C2=CN=CN2)OC3C(C(C(C(O3)CO)O)O)OC4C(C(C(C(O4)CO)O)OC(=O)N)O)C(=O)NC(C)C(C(C)C(=O)NC(C(C)O)C(=O)NCCC5=NC(=CS5)C6=NC(=CS6)C(=O)NCCC[S+](C)C)O. Cell line: IGROV1. Synergy scores: CSS=22.4, Synergy_ZIP=-0.0103, Synergy_Bliss=2.94, Synergy_Loewe=-7.66, Synergy_HSA=2.93. (5) Drug 1: CN1C2=C(C=C(C=C2)N(CCCl)CCCl)N=C1CCCC(=O)O.Cl. Drug 2: C1CCC(C(C1)N)N.C(=O)(C(=O)[O-])[O-].[Pt+4]. Cell line: OVCAR-5. Synergy scores: CSS=26.3, Synergy_ZIP=-4.26, Synergy_Bliss=0.0519, Synergy_Loewe=1.74, Synergy_HSA=2.30. (6) Drug 1: CC12CCC(CC1=CCC3C2CCC4(C3CC=C4C5=CN=CC=C5)C)O. Drug 2: CCC1=CC2CC(C3=C(CN(C2)C1)C4=CC=CC=C4N3)(C5=C(C=C6C(=C5)C78CCN9C7C(C=CC9)(C(C(C8N6C)(C(=O)OC)O)OC(=O)C)CC)OC)C(=O)OC.C(C(C(=O)O)O)(C(=O)O)O. Cell line: DU-145. Synergy scores: CSS=53.1, Synergy_ZIP=-1.60, Synergy_Bliss=-1.75, Synergy_Loewe=-20.4, Synergy_HSA=-2.37.